From a dataset of Full USPTO retrosynthesis dataset with 1.9M reactions from patents (1976-2016). Predict the reactants needed to synthesize the given product. (1) Given the product [F:20][C:21]1[CH:26]=[C:25]([C:2]2[C:11]3[C:6](=[CH:7][C:8]([O:12][CH3:13])=[CH:9][CH:10]=3)[CH:5]=[C:4]([NH:14][C:15]3[CH:19]=[CH:18][NH:17][N:16]=3)[N:3]=2)[CH:24]=[CH:23][CH:22]=1, predict the reactants needed to synthesize it. The reactants are: Cl[C:2]1[C:11]2[C:6](=[CH:7][C:8]([O:12][CH3:13])=[CH:9][CH:10]=2)[CH:5]=[C:4]([NH:14][C:15]2[CH:19]=[CH:18][NH:17][N:16]=2)[N:3]=1.[F:20][C:21]1[CH:22]=[C:23](B(O)O)[CH:24]=[CH:25][CH:26]=1. (2) Given the product [C:25]([OH:30])(=[O:29])[C:26]([OH:28])=[O:27].[OH:1][CH2:2][CH2:3][CH2:4][C@H:5]1[NH:9][CH2:8][C@@H:7]([NH:10][C:11]([C:13]2[C:21]3[C:16](=[CH:17][CH:18]=[CH:19][CH:20]=3)[N:15]([CH:22]([CH3:24])[CH3:23])[N:14]=2)=[O:12])[CH2:6]1, predict the reactants needed to synthesize it. The reactants are: [OH:1][CH2:2][CH2:3][CH2:4][C@H:5]1[NH:9][CH2:8][C@@H:7]([NH:10][C:11]([C:13]2[C:21]3[C:16](=[CH:17][CH:18]=[CH:19][CH:20]=3)[N:15]([CH:22]([CH3:24])[CH3:23])[N:14]=2)=[O:12])[CH2:6]1.[C:25]([OH:30])(=[O:29])[C:26]([OH:28])=[O:27].